This data is from Forward reaction prediction with 1.9M reactions from USPTO patents (1976-2016). The task is: Predict the product of the given reaction. (1) Given the reactants [OH:1][C:2]1[CH:3]=[C:4]([C:14]2[N:15](C(OC(C)(C)C)=O)[C:16]([C:19]3[S:20][CH:21]=[CH:22][N:23]=3)=[CH:17][CH:18]=2)[CH:5]=[C:6]([O:8][C@@H:9]([CH3:13])[CH2:10][O:11][CH3:12])[CH:7]=1.F[C:32]1[CH:33]=[CH:34][C:35]([S:38]([CH3:41])(=[O:40])=[O:39])=[N:36][CH:37]=1.O, predict the reaction product. The product is: [CH3:12][O:11][CH2:10][C@H:9]([CH3:13])[O:8][C:6]1[CH:7]=[C:2]([CH:3]=[C:4]([C:14]2[NH:15][C:16]([C:19]3[S:20][CH:21]=[CH:22][N:23]=3)=[CH:17][CH:18]=2)[CH:5]=1)[O:1][C:32]1[CH:33]=[CH:34][C:35]([S:38]([CH3:41])(=[O:40])=[O:39])=[N:36][CH:37]=1. (2) The product is: [C:1]([NH:8][C@H:9]([CH:13]=[O:14])[CH2:10][CH2:11][CH3:12])([O:3][C:4]([CH3:5])([CH3:7])[CH3:6])=[O:2]. Given the reactants [C:1]([NH:8][C@H:9]([CH2:13][OH:14])[CH2:10][CH2:11][CH3:12])([O:3][C:4]([CH3:7])([CH3:6])[CH3:5])=[O:2].C1(C)C=CC=CC=1.C(Cl)CCl.ClC(Cl)C(O)=O, predict the reaction product. (3) The product is: [CH3:1][N:2]1[CH:6]=[C:5](/[CH:7]=[CH:8]/[C:9]([OH:11])=[O:10])[CH:4]=[N:3]1. Given the reactants [CH3:1][N:2]1[CH:6]=[C:5](/[CH:7]=[CH:8]/[C:9]([O:11]CC)=[O:10])[CH:4]=[N:3]1.CO.[OH-].[Na+].Cl, predict the reaction product. (4) Given the reactants [CH:1]1([CH:7]([C:9]2[C:10]([CH3:20])=[N:11][N:12]([C:14]3[CH:19]=[CH:18][CH:17]=[CH:16][CH:15]=3)[CH:13]=2)O)[CH2:6][CH2:5][CH2:4][CH2:3][CH2:2]1.[NH2:21][C:22]1[CH:27]=[CH:26][C:25]([C:28]([N:30]([CH3:38])[CH2:31][CH2:32][C:33]([O:35]CC)=[O:34])=[O:29])=[CH:24][CH:23]=1, predict the reaction product. The product is: [CH:1]1([CH:7]([NH:21][C:22]2[CH:23]=[CH:24][C:25]([C:28]([N:30]([CH3:38])[CH2:31][CH2:32][C:33]([OH:35])=[O:34])=[O:29])=[CH:26][CH:27]=2)[C:9]2[C:10]([CH3:20])=[N:11][N:12]([C:14]3[CH:19]=[CH:18][CH:17]=[CH:16][CH:15]=3)[CH:13]=2)[CH2:6][CH2:5][CH2:4][CH2:3][CH2:2]1. (5) The product is: [C:1]([O:5][C:6](=[O:38])[NH:7][C:8]1([C:12]2[CH:13]=[CH:14][C:15]([C:18]3[C:27](=[O:28])[C:26]4[CH:25]=[CH:24][C:23]5[N:29]=[CH:31][N:30]([CH3:39])[C:22]=5[C:21]=4[O:20][C:19]=3[C:32]3[CH:37]=[CH:36][CH:35]=[CH:34][CH:33]=3)=[CH:16][CH:17]=2)[CH2:9][CH2:10][CH2:11]1)([CH3:4])([CH3:2])[CH3:3]. Given the reactants [C:1]([O:5][C:6](=[O:38])[NH:7][C:8]1([C:12]2[CH:17]=[CH:16][C:15]([C:18]3[C:27](=[O:28])[C:26]4[C:21](=[C:22]([NH:30][CH3:31])[C:23]([NH2:29])=[CH:24][CH:25]=4)[O:20][C:19]=3[C:32]3[CH:37]=[CH:36][CH:35]=[CH:34][CH:33]=3)=[CH:14][CH:13]=2)[CH2:11][CH2:10][CH2:9]1)([CH3:4])([CH3:3])[CH3:2].[CH3:39]OC(OC)OC.II, predict the reaction product. (6) Given the reactants BrC1C=[CH:6][C:5]([CH3:8])=[CH:4][CH:3]=1.[C:9]([Li])([CH3:12])([CH3:11])[CH3:10].CC1(C)C2[C:18](=[CH:19][C:20]([C:24]#[C:25][C:26]3[CH:36]=[CH:35][C:29]([C:30]([O:32][CH2:33][CH3:34])=[O:31])=[CH:28][CH:27]=3)=CC=2)[C:17](OS(C(F)(F)F)(=O)=O)=C1.[CH3:46][CH2:47][CH2:48][CH2:49][CH3:50], predict the reaction product. The product is: [CH3:10][C:9]1([CH3:12])[C:17]2[C:47](=[CH:46][C:20]([C:24]#[C:25][C:26]3[CH:27]=[CH:28][C:29]([C:30]([O:32][CH2:33][CH3:34])=[O:31])=[CH:35][CH:36]=3)=[CH:19][CH:18]=2)[C:48]([C:49]2[CH:3]=[CH:4][C:5]([CH3:8])=[CH:6][CH:50]=2)=[CH:11]1. (7) Given the reactants C(OC([N:8]1[C:12]2C=CC=N[C:11]=2[C:10]([C:17]#[C:18][C:19]2[CH:24]=[CH:23][C:22]([Cl:25])=[C:21]([O:26][C:27]3[CH:32]=[C:31]([C:33]#[N:34])[CH:30]=[C:29]([Cl:35])[CH:28]=3)[CH:20]=2)=[N:9]1)=O)(C)(C)C, predict the reaction product. The product is: [Cl:35][C:29]1[CH:30]=[C:31]([CH:32]=[C:27]([O:26][C:21]2[CH:20]=[C:19]([CH2:18][CH2:17][C:10]3[C:11]4[C:12](=[N:8][CH:12]=[CH:11][CH:10]=4)[NH:8][N:9]=3)[CH:24]=[CH:23][C:22]=2[Cl:25])[CH:28]=1)[C:33]#[N:34]. (8) Given the reactants [C:1]([C:5]1[CH:6]=[C:7]2[C:19]3=[C:20]4[C:10](=[CH:11][CH:12]=[C:13]([C:21]5[CH:26]=[CH:25][C:24]([CH3:27])=[CH:23][CH:22]=5)[C:14]4=[CH:15][CH:16]=[C:17]3[CH:18]=1)[CH:9]=[CH:8]2)([CH3:4])([CH3:3])[CH3:2].CO.[Br-:30].[Br-].[Br-].C([N+](C)(C)C)C1C=CC=CC=1.C([N+](C)(C)C)C1C=CC=CC=1.C([N+](C)(C)C)C1C=CC=CC=1.O, predict the reaction product. The product is: [Br:30][C:11]1[C:10]2[C:20]3=[C:19]4[C:7](=[CH:8][CH:9]=2)[CH:6]=[C:5]([C:1]([CH3:4])([CH3:3])[CH3:2])[CH:18]=[C:17]4[CH:16]=[CH:15][C:14]3=[C:13]([C:21]2[CH:22]=[CH:23][C:24]([CH3:27])=[CH:25][CH:26]=2)[CH:12]=1.